This data is from Forward reaction prediction with 1.9M reactions from USPTO patents (1976-2016). The task is: Predict the product of the given reaction. (1) The product is: [Cl:19][C:18]1[C:4]2[N:3]=[C:2]([NH:25][C:26]3[C:27]([CH3:33])=[N:28][N:29]([CH3:32])[C:30]=3[CH3:31])[N:6]([CH2:7][CH2:8][CH2:9][C:10]([O:12][CH2:13][CH3:14])=[O:11])[C:5]=2[C:15]([CH:20]([CH2:23][CH3:24])[CH2:21][CH3:22])=[CH:16][CH:17]=1. Given the reactants Cl[C:2]1[N:6]([CH2:7][CH2:8][CH2:9][C:10]([O:12][CH2:13][CH3:14])=[O:11])[C:5]2[C:15]([CH:20]([CH2:23][CH3:24])[CH2:21][CH3:22])=[CH:16][CH:17]=[C:18]([Cl:19])[C:4]=2[N:3]=1.[NH2:25][C:26]1[C:27]([CH3:33])=[N:28][N:29]([CH3:32])[C:30]=1[CH3:31].O.C1(C)C=CC(S(O)(=O)=O)=CC=1.C(=O)(O)[O-].[Na+], predict the reaction product. (2) Given the reactants [CH2:1]([C:4]1(CCO)OCCC[O:5]1)[CH2:2][CH3:3].C(OCC)(=O)CC(C)=O.[CH3:22][C:23]([CH3:28])([CH2:26][OH:27])[CH2:24][OH:25], predict the reaction product. The product is: [CH3:3][C:2]1([CH2:1][CH2:4][OH:5])[O:27][CH2:26][C:23]([CH3:28])([CH3:22])[CH2:24][O:25]1. (3) Given the reactants [Cl:1][C:2]1[CH:3]=[C:4]([NH:9][C:10]2[N:14]=[C:13]([NH:15][CH:16]3[CH2:21][CH2:20][N:19](C(OC(C)(C)C)=O)[CH2:18][CH2:17]3)[NH:12][N:11]=2)[CH:5]=[C:6]([Cl:8])[CH:7]=1.[C:29]([OH:35])([C:31]([F:34])([F:33])[F:32])=[O:30].C(Cl)Cl, predict the reaction product. The product is: [F:32][C:31]([F:34])([F:33])[C:29]([OH:35])=[O:30].[Cl:8][C:6]1[CH:5]=[C:4]([NH:9][C:10]2[N:14]=[C:13]([NH:15][CH:16]3[CH2:21][CH2:20][NH:19][CH2:18][CH2:17]3)[NH:12][N:11]=2)[CH:3]=[C:2]([Cl:1])[CH:7]=1.